From a dataset of Forward reaction prediction with 1.9M reactions from USPTO patents (1976-2016). Predict the product of the given reaction. (1) Given the reactants C(OC([NH:8][C:9]1[CH:14]=[CH:13][C:12](/[CH:15]=[CH:16]/[C:17]([O:19][CH2:20][C:21]2[CH:26]=[CH:25][CH:24]=[CH:23][CH:22]=2)=[O:18])=[CH:11][CH:10]=1)=O)(C)(C)C.C(O)(C(F)(F)F)=O, predict the reaction product. The product is: [NH2:8][C:9]1[CH:10]=[CH:11][C:12](/[CH:15]=[CH:16]/[C:17]([O:19][CH2:20][C:21]2[CH:22]=[CH:23][CH:24]=[CH:25][CH:26]=2)=[O:18])=[CH:13][CH:14]=1. (2) Given the reactants [C:1]1([CH:7]([C:45]2[CH:50]=[CH:49][CH:48]=[CH:47][CH:46]=2)[CH2:8][CH2:9][N:10]([CH2:30][CH2:31][CH:32]2[CH2:37][CH2:36][N:35]([C:38]([O:40][C:41]([CH3:44])([CH3:43])[CH3:42])=[O:39])[CH2:34][CH2:33]2)[C:11]([NH:13][C:14]2[S:15][CH:16]=[C:17]([C:19]3[CH:24]=[CH:23][C:22]([NH:25][S:26]([CH3:29])(=[O:28])=[O:27])=[CH:21][CH:20]=3)[N:18]=2)=[O:12])[CH:6]=[CH:5][CH:4]=[CH:3][CH:2]=1.C1C(=O)N([Cl:58])C(=O)C1, predict the reaction product. The product is: [Cl:58][C:16]1[S:15][C:14]([NH:13][C:11](=[O:12])[N:10]([CH2:30][CH2:31][CH:32]2[CH2:33][CH2:34][N:35]([C:38]([O:40][C:41]([CH3:44])([CH3:42])[CH3:43])=[O:39])[CH2:36][CH2:37]2)[CH2:9][CH2:8][CH:7]([C:1]2[CH:6]=[CH:5][CH:4]=[CH:3][CH:2]=2)[C:45]2[CH:46]=[CH:47][CH:48]=[CH:49][CH:50]=2)=[N:18][C:17]=1[C:19]1[CH:20]=[CH:21][C:22]([NH:25][S:26]([CH3:29])(=[O:27])=[O:28])=[CH:23][CH:24]=1. (3) Given the reactants [H-].[Na+].[Cl:3][C:4]1[N:5]=[C:6]2[C:12]([I:13])=[CH:11][NH:10][C:7]2=[N:8][CH:9]=1.[S:14](Cl)([C:17]1[CH:23]=[CH:22][C:20]([CH3:21])=[CH:19][CH:18]=1)(=[O:16])=[O:15], predict the reaction product. The product is: [Cl:3][C:4]1[N:5]=[C:6]2[C:12]([I:13])=[CH:11][N:10]([S:14]([C:17]3[CH:23]=[CH:22][C:20]([CH3:21])=[CH:19][CH:18]=3)(=[O:16])=[O:15])[C:7]2=[N:8][CH:9]=1. (4) The product is: [C:30]([CH2:29][N:7]1[C:6](=[O:8])[CH:5]=[N:4][N:3]([C:9]2[CH:10]=[CH:11][C:12]([CH3:27])=[C:13]([CH:26]=2)[C:14]([NH:16][CH2:17][C:18]2([OH:25])[CH2:24][CH2:23][CH2:22][CH2:21][CH2:20][CH2:19]2)=[O:15])[C:2]1=[O:1])(=[O:31])[NH2:32]. Given the reactants [O:1]=[C:2]1[NH:7][C:6](=[O:8])[CH:5]=[N:4][N:3]1[C:9]1[CH:10]=[CH:11][C:12]([CH3:27])=[C:13]([CH:26]=1)[C:14]([NH:16][CH2:17][C:18]1([OH:25])[CH2:24][CH2:23][CH2:22][CH2:21][CH2:20][CH2:19]1)=[O:15].Br[CH2:29][C:30]([NH2:32])=[O:31], predict the reaction product. (5) Given the reactants [NH2:1][C:2]1[CH:22]=[CH:21][C:5]([CH2:6][N:7]2[C:11]3=[N:12][C:13]([C:16]([O:18][CH3:19])=[O:17])=[CH:14][CH:15]=[C:10]3[N:9]=[C:8]2[CH3:20])=[C:4]([Cl:23])[CH:3]=1.N1C=CC=CC=1.[CH2:30]([S:34](Cl)(=[O:36])=[O:35])[CH2:31][CH2:32][CH3:33].O, predict the reaction product. The product is: [CH2:30]([S:34]([NH:1][C:2]1[CH:22]=[CH:21][C:5]([CH2:6][N:7]2[C:11]3=[N:12][C:13]([C:16]([O:18][CH3:19])=[O:17])=[CH:14][CH:15]=[C:10]3[N:9]=[C:8]2[CH3:20])=[C:4]([Cl:23])[CH:3]=1)(=[O:36])=[O:35])[CH2:31][CH2:32][CH3:33].